This data is from Reaction yield outcomes from USPTO patents with 853,638 reactions. The task is: Predict the reaction yield, written as a fraction of the theoretical maximum amount of product (1.0 means a 100% yield; for example, 0.34 means a 34% yield). (1) The reactants are [F:1][C:2]1[CH:7]=[CH:6][C:5]([CH2:8][C:9]([N:11]2[CH2:15][CH:14]([O:16][C:17]([N:19]3[CH2:24][CH2:23][O:22][CH2:21][CH2:20]3)=[O:18])[CH2:13][N:12]2[C:25]([C:27]2[CH:32]=[CH:31][N:30]=[C:29]([O:33][C:34]3[CH:39]=[CH:38][CH:37]=[CH:36][CH:35]=3)[N:28]=2)=O)=[O:10])=[CH:4][CH:3]=1.[H-].[Na+]. The catalyst is CN(C)C=O.O1CCCC1. The product is [F:1][C:2]1[CH:7]=[CH:6][C:5]([C:8]2[C:9](=[O:10])[N:11]3[CH2:15][CH:14]([O:16][C:17]([N:19]4[CH2:24][CH2:23][O:22][CH2:21][CH2:20]4)=[O:18])[CH2:13][N:12]3[C:25]=2[C:27]2[CH:32]=[CH:31][N:30]=[C:29]([O:33][C:34]3[CH:35]=[CH:36][CH:37]=[CH:38][CH:39]=3)[N:28]=2)=[CH:4][CH:3]=1. The yield is 0.320. (2) The reactants are [NH2:1][C:2]1[N:10]=[C:9]2[C:5]([N:6]=[CH:7][N:8]2[CH2:11][C:12]2([O:15][CH2:16][P:17](=[O:20])([OH:19])[OH:18])[CH2:14][CH2:13]2)=[CH:4][N:3]=1.[N:21]1([C:27]([O:29][CH2:30]Cl)=[O:28])[CH2:26][CH2:25][CH2:24][CH2:23][CH2:22]1. No catalyst specified. The product is [N:21]1([C:27]([O:29][CH2:30][O:20][P:17]([CH2:16][O:15][C:12]2([CH2:11][N:8]3[CH:7]=[N:6][C:5]4[C:9]3=[N:10][C:2]([NH2:1])=[N:3][CH:4]=4)[CH2:13][CH2:14]2)(=[O:18])[O:19][CH2:30][O:29][C:27](=[O:28])[N:21]2[CH2:26][CH2:25][CH2:24][CH2:23][CH2:22]2)=[O:28])[CH2:26][CH2:25][CH2:24][CH2:23][CH2:22]1. The yield is 0.390. (3) The reactants are [Cl-].[Ce+3].[Cl-].[Cl-].[CH2:5]([Mg]Br)[CH3:6].[CH3:9][C:10]1([CH3:26])[N:14]([C:15]([O:17][C:18]([CH3:21])([CH3:20])[CH3:19])=[O:16])[C@@H:13]([C:22]([O:24]C)=O)[CH2:12][O:11]1.[CH2:27]1COC[CH2:28]1. No catalyst specified. The product is [OH:24][C:22]([C@H:13]1[CH2:12][O:11][C:10]([CH3:9])([CH3:26])[N:14]1[C:15]([O:17][C:18]([CH3:19])([CH3:20])[CH3:21])=[O:16])([CH2:5][CH3:6])[CH2:27][CH3:28]. The yield is 0.950. (4) The yield is 0.350. The reactants are [CH:1]1([N:6]2[C:10](=[O:11])[C:9]3[CH:12]=[CH:13][C:14]([OH:16])=[CH:15][C:8]=3[S:7]2)[CH2:5][CH2:4][CH2:3][CH2:2]1.Br[CH2:18][C:19]1[CH:20]=[C:21]([C:25]2[CH:30]=[CH:29][C:28]([C:31]([O:33]C)=[O:32])=[CH:27][CH:26]=2)[CH:22]=[CH:23][CH:24]=1. The product is [CH:1]1([N:6]2[C:10](=[O:11])[C:9]3[CH:12]=[CH:13][C:14]([O:16][CH2:18][C:19]4[CH:20]=[C:21]([C:25]5[CH:30]=[CH:29][C:28]([C:31]([OH:33])=[O:32])=[CH:27][CH:26]=5)[CH:22]=[CH:23][CH:24]=4)=[CH:15][C:8]=3[S:7]2)[CH2:2][CH2:3][CH2:4][CH2:5]1. No catalyst specified. (5) The reactants are Br[CH2:2][C:3]([CH3:5])=[CH2:4].CN(C=O)C.[CH3:11][C:12]1[C:17]([CH3:18])=[CH:16][C:15]([CH3:19])=[CH:14][C:13]=1[OH:20].C(=O)([O-])[O-].[K+].[K+]. The catalyst is O.C(OCC)(=O)C. The product is [CH3:18][C:17]1[CH:16]=[C:15]([CH3:19])[CH:14]=[C:13]([O:20][CH2:4][C:3]([CH3:5])=[CH2:2])[C:12]=1[CH3:11]. The yield is 0.960. (6) The reactants are [OH:1][C@@H:2]1[CH2:5][C@H:4]([NH:6][C:7]([C:9]2[C:17]3[C:12](=[N:13][CH:14]=[C:15]([C:18]4[C:26]5[C:21](=[CH:22][C:23]([F:27])=[CH:24][CH:25]=5)[N:20]([CH3:28])[N:19]=4)[N:16]=3)[N:11](COCC[Si](C)(C)C)[CH:10]=2)=[O:8])[CH2:3]1.FC(F)(F)C(O)=O.C(N)CN. The catalyst is ClCCl.O.C(OCC)(=O)C. The product is [OH:1][C@@H:2]1[CH2:3][C@H:4]([NH:6][C:7]([C:9]2[C:17]3[C:12](=[N:13][CH:14]=[C:15]([C:18]4[C:26]5[C:21](=[CH:22][C:23]([F:27])=[CH:24][CH:25]=5)[N:20]([CH3:28])[N:19]=4)[N:16]=3)[NH:11][CH:10]=2)=[O:8])[CH2:5]1. The yield is 0.790.